This data is from B-cell epitopes from IEDB database with 3,159 antigens for binding position prediction. The task is: Token-level Classification. Given an antigen amino acid sequence, predict which amino acid positions are active epitope sites capable of antibody binding. Output is a list of indices for active positions. (1) Given the antigen sequence: MKWCKRGYLLAAMLAFASATIQAADVTITVNGKVVAKPCTVSTTNATVDLGDLYSFSLMSAGAASAWHDVALELTNCPVGTSRVTASFSGAADSTGYYKNQGTAQNIQLELQDDSGNTLNTGATKTVQVDDSSQSAHFPLQVRALTVNGGATQGTIQAVISITYTYS, which amino acid positions are active epitope sites? The epitope positions are: [23, 24, 25, 26, 27, 28, 29, 30, 31, 32, 33, 34, 35, 36, 37, 38]. The amino acids at these positions are: ADVTITVNGKVVAKPC. (2) The epitope positions are: [77, 78, 79, 80, 81, 82, 83, 84, 85, 86, 87, 88]. The amino acids at these positions are: EPEGIHYHDKFE. Given the antigen sequence: MKNIILSTLVITTSVLVVNVAQADTNAFSVGYAQSKVQDFKNIRGVNVKYRYEDDSPVSFISSLSYLYGDRQASGSVEPEGIHYHDKFEVKYGSLMVGPAYRLSDNFSLYALAGVGTVKATFKEHSTQDGDSFSNKISSRKTGFAWGAGVQMNPLENIVVDVGYEGSNISSTKINGFNVGVGYRF, which amino acid positions are active epitope sites? (3) Given the antigen sequence: MASNFTQFVLVDNGGTGDVTVAPSNFANGVAEWISSNSRSQAYKVTCSVRQSSAQNRKYTIKVEVPKVATQTVGGVELPVAAWRSYLNMELTIPIFATNSDCELIVKAMQGLLKDGNPIPSAIAANSGIY, which amino acid positions are active epitope sites? The epitope positions are: [109, 110, 111, 112, 113, 114, 115, 116, 117, 118, 119, 120, 121, 122, 123, 124, 125, 126, 127, 128... (21 total positions)]. The amino acids at these positions are: QGLLKDGNPIPSAIAANSGIY. (4) Given the antigen sequence: MAKVNIKPLEDKILVQANEAETTTASGLVIPDTAKEKPQEGTVVAVGPGRWDEDGEKRIPLDVAEGDTVIYSKYGGTEIKYNGEEYLILSARDVLAVVSK, which amino acid positions are active epitope sites? The epitope positions are: [32, 33, 34, 35, 36, 37, 38, 39, 40, 41]. The amino acids at these positions are: TAKEKPQEGT. (5) Given the antigen sequence: NSYWGEDYYWSVGANAVFGVQPTFEGTSMGSYDATFLEDSYNTVNSIMWAGNLAATHAGNIGNITHIGAHYYWEAYHVLGDGSVMPYRAMPKTNTYTLPASLPQNQASYSIQASAGSYVAISKDGVLYGTGVANASGVATVNMTKQITENGNYDVVITRSNYLPVIKQIQAGEPSPYQPVSNLTATTQGQKVTLKWEAPSAKKAEGSREVKRIGDGLFVTIEPANDVRANEAKVVLAADNVWGDNTGYQFLLDADHNTFGSVIPATGPLFTGTASSNLYSANFEYLIPANADPVVTTQNIIVTGQGEVVIPGGVYDYCITNPEPASGKMWIAGDGGNQPARYDDFTFEAGKKYTFTMRRAGMGDGTDMEVEDDSPASYTYTVYRDGTKIKEGLTATTFEEDGVAAGNHEYCVEVKYTAGVSPKVCKDVTVEGSNEFAPVQNLTGSSVGQKVTLKWDAPNGTPNPNPNPNPNPGTTLSESFENGIPASWKTIDADGDGHGW..., which amino acid positions are active epitope sites? The epitope positions are: [432, 433, 434, 435, 436, 437, 438, 439, 440, 441, 442, 443, 444, 445, 446, 447]. The amino acids at these positions are: SNEFAPVQNLTGSSVG.